From a dataset of Full USPTO retrosynthesis dataset with 1.9M reactions from patents (1976-2016). Predict the reactants needed to synthesize the given product. (1) Given the product [N:15]1([C:2]2[CH:10]=[CH:9][C:5]([C:6]([OH:8])=[O:7])=[CH:4][C:3]=2[C:11]([F:14])([F:13])[F:12])[CH2:21][CH2:20][CH2:19][CH2:18][CH2:17][CH2:16]1, predict the reactants needed to synthesize it. The reactants are: F[C:2]1[CH:10]=[CH:9][C:5]([C:6]([OH:8])=[O:7])=[CH:4][C:3]=1[C:11]([F:14])([F:13])[F:12].[NH:15]1[CH2:21][CH2:20][CH2:19][CH2:18][CH2:17][CH2:16]1. (2) Given the product [CH2:3]([N:10]1[CH2:15][CH2:14][C@H:13]([C@H:16]([O:18][C:27]2[CH:32]=[CH:31][C:30]([Cl:33])=[CH:29][N:28]=2)[CH3:17])[C@@H:12]([C:19]2[CH:24]=[CH:23][C:22]([Cl:25])=[CH:21][CH:20]=2)[CH2:11]1)[C:4]1[CH:5]=[CH:6][CH:7]=[CH:8][CH:9]=1, predict the reactants needed to synthesize it. The reactants are: [H-].[Na+].[CH2:3]([N:10]1[CH2:15][CH2:14][C@H:13]([C@@H:16]([OH:18])[CH3:17])[C@@H:12]([C:19]2[CH:24]=[CH:23][C:22]([Cl:25])=[CH:21][CH:20]=2)[CH2:11]1)[C:4]1[CH:9]=[CH:8][CH:7]=[CH:6][CH:5]=1.Cl[C:27]1[CH:32]=[CH:31][C:30]([Cl:33])=[CH:29][N:28]=1. (3) Given the product [O:24]=[C:15]1[C:16]2[C:21](=[CH:20][CH:19]=[CH:18][CH:17]=2)[C:22](=[O:23])[N:14]1[CH2:13][CH2:12][CH2:11][CH2:10][CH2:9][CH2:8][CH2:7][CH2:6][CH2:5][CH2:4][CH2:3][CH2:2][P:28](=[O:32])([O:29][CH2:30][CH3:31])[O:27][CH2:25][CH3:26], predict the reactants needed to synthesize it. The reactants are: Br[CH2:2][CH2:3][CH2:4][CH2:5][CH2:6][CH2:7][CH2:8][CH2:9][CH2:10][CH2:11][CH2:12][CH2:13][N:14]1[C:22](=[O:23])[C:21]2[C:16](=[CH:17][CH:18]=[CH:19][CH:20]=2)[C:15]1=[O:24].[CH2:25]([O:27][P:28]([O:32]CC)[O:29][CH2:30][CH3:31])[CH3:26].